This data is from Reaction yield outcomes from USPTO patents with 853,638 reactions. The task is: Predict the reaction yield, written as a fraction of the theoretical maximum amount of product (1.0 means a 100% yield; for example, 0.34 means a 34% yield). (1) The reactants are [OH:1][N:2]=[C:3]([Cl:14])[C@H:4]1[CH2:8][O:7][C:6]2([CH2:13][CH2:12][CH2:11][CH2:10][CH2:9]2)[O:5]1.[CH3:15][S:16](Cl)(=[O:18])=[O:17].C(N(C(C)C)C(C)C)C. The catalyst is C1COCC1. The product is [CH3:15][S:16]([O:1][N:2]=[C:3]([Cl:14])[C@H:4]1[CH2:8][O:7][C:6]2([CH2:13][CH2:12][CH2:11][CH2:10][CH2:9]2)[O:5]1)(=[O:18])=[O:17]. The yield is 0.738. (2) The reactants are [N+:1]([C:4]1[CH:5]=[C:6]2[C:12]([C:13]3[CH:18]=[CH:17][CH:16]=[CH:15][CH:14]=3)=[C:11]([C:19]3[CH:24]=[CH:23][C:22]([C:25]4([NH:29]C(=O)OC(C)(C)C)[CH2:28][CH2:27][CH2:26]4)=[CH:21][CH:20]=3)[O:10][C:7]2=[N:8][CH:9]=1)([O-:3])=[O:2].[ClH:37]. The catalyst is C(OCC)C.O1CCOCC1. The product is [ClH:37].[ClH:37].[N+:1]([C:4]1[CH:5]=[C:6]2[C:12]([C:13]3[CH:14]=[CH:15][CH:16]=[CH:17][CH:18]=3)=[C:11]([C:19]3[CH:24]=[CH:23][C:22]([C:25]4([NH2:29])[CH2:28][CH2:27][CH2:26]4)=[CH:21][CH:20]=3)[O:10][C:7]2=[N:8][CH:9]=1)([O-:3])=[O:2]. The yield is 0.320. (3) The reactants are [C:1]([O:4][C:5]1[CH:10]=[C:9]([C:11](=O)/[CH:12]=[CH:13]/[N:14](C)C)[CH:8]=[CH:7][C:6]=1[S:18]([CH3:21])(=[O:20])=[O:19])(=O)C.[NH:22]([C:24]1[CH:25]=[C:26]([CH:29]=[CH:30][N:31]=1)[C:27]#[N:28])N. The catalyst is CCO.CC(O)=O. The product is [CH3:1][O:4][C:5]1[CH:10]=[C:9]([C:11]2[N:22]([C:24]3[CH:25]=[C:26]([C:27]#[N:28])[CH:29]=[CH:30][N:31]=3)[N:14]=[CH:13][CH:12]=2)[CH:8]=[CH:7][C:6]=1[S:18]([CH3:21])(=[O:20])=[O:19]. The yield is 0.140. (4) The reactants are [CH3:1][N:2]1[CH2:6][CH2:5][CH2:4][CH:3]1[CH2:7][CH2:8][N:9]1[CH2:14][CH2:13][S:12][C:11]2[CH:15]=[C:16]([NH2:19])[CH:17]=[CH:18][C:10]1=2.I.[S:21]1[CH:25]=[CH:24][CH:23]=[C:22]1[C:26](SC)=[NH:27]. The catalyst is C(O)C. The product is [CH3:1][N:2]1[CH2:6][CH2:5][CH2:4][CH:3]1[CH2:7][CH2:8][N:9]1[CH2:14][CH2:13][S:12][C:11]2[CH:15]=[C:16]([NH:19][C:26]([C:22]3[S:21][CH:25]=[CH:24][CH:23]=3)=[NH:27])[CH:17]=[CH:18][C:10]1=2. The yield is 0.490.